Dataset: Experimentally validated miRNA-target interactions with 360,000+ pairs, plus equal number of negative samples. Task: Binary Classification. Given a miRNA mature sequence and a target amino acid sequence, predict their likelihood of interaction. (1) The miRNA is mmu-miR-743a-3p with sequence GAAAGACACCAAGCUGAGUAGA. The protein sequence of the target gene is MDRTLESLRHIIAQALPHRDPALVFKDLNVVSMLQEFWESKQQQKATFSSEGLVVYESMPSSGPPFVSYVTLPGGSCFGNFQCCLSRAEARRDAAKVALINSLFNELPSRRITKEFIMESVQEAVASTRGTLDDADDPSTSVGAYHYMLESNMGKTMLEFQELMTIFQLLHWNGSLKALRETKCSRQEVISYYSQYSLDEKMRSHMALDWIMKERESPGILSQELRAALGQLEEARKAGQELRFYKEKKEILSLALTQIYSDPDPSSPSDDQLSLTALCGYH. Result: 1 (interaction). (2) The miRNA is hsa-miR-4287 with sequence UCUCCCUUGAGGGCACUUU. The protein sequence of the target gene is MQREEKQLEASLDALLSQVADLKNSLGSFICKLENEYGRLTWPSVLDSFALLSGQLNTLNKVLKHEKTPLFRNQVIIPLVLSPDRDEDLMRQTEGRVPVFSHEVVPDHLRTKPDPEVEEQEKQLTTDAARIGADAAQKQIQSLNKMCSNLLEKISKEERESESGGLRPNKQTFNPTDTNALVAAVAFGKGLSNWRPSGSSGPGQAGQPGAGTILAGTSGLQQVQMAGAPSQQQPMLSGVQMAQAGQPGKMPSGIKTNIKSASMHPYQR. Result: 1 (interaction). (3) The miRNA is hsa-miR-1289 with sequence UGGAGUCCAGGAAUCUGCAUUUU. The protein sequence of the target gene is MAAAEAGGDDARCVRLSAERAQALLADVDTLLFDCDGVLWRGETAVPGAPEALRALRARGKRLGFITNNSSKTRAAYAEKLRRLGFGGPAGPGASLEVFGTAYCTALYLRQRLAGAPAPKAYVLGSPALAAELEAVGVASVGVGPEPLQGEGPGDWLHAPLEPDVRAVVVGFDPHFSYMKLTKALRYLQQPGCLLVGTNMDNRLPLENGRFIAGTGCLVRAVEMAAQRQADIIGKPSRFIFDCVSQEYGINPERTVMVGDRLDTDILLGATCGLKTILTLTGVSTLGDVKNNQESDCVSK.... Result: 0 (no interaction). (4) The miRNA is mmu-miR-466c-3p with sequence AUACAUACACGCACACAUAAGA. The protein sequence of the target gene is MACPALGLEVLQPLQPEPPPEPAFAEAQKWIEQVTGRSFGDKDFRTGLENGILLCELLNAIKPGLVKKINRLPTPIAGLDNTILFLRGCKELGLKESQLFDPSDLQDTSNRVTVKNLDYSRKLKNVLVTIYWLGKAANSCASYGGTTLNLKEFEGLLAQMRKETDDIDSPKRSIRDSGYIDCWDSERSDSLSPPRHGRDDSFDSLDSFGSRSRQTPSPDVVLRGSSDGRGSDSESDLPHRKLPDVKKDDMSARRTSHGEPKSAVPFNQYLPNKSNQTAYVPAPLRKKKAEREEFRKSWST.... Result: 0 (no interaction). (5) The miRNA is mmu-miR-365-3p with sequence UAAUGCCCCUAAAAAUCCUUAU. The protein sequence of the target gene is MAASVVCRAATAGAQVLLRARRSPALLRTPALRSTATFAQALQFVPETQVSLLDNGLRVASEQSSQPTCTVGVWIDVGSRFETEKNNGAGYFLEHLAFKGTKNRPGSALEKEVESMGAHLNAYSTREHTAYYIKALSKDLPKAVELLGDIVQNCSLEDSQIEKERDVILREMQENDASMRDVVFNYLHATAFQGTPLAQAVEGPSENVRKLSRADLTEYLSTHYKAPRMVLAAAGGVEHQQLLDLAQKHLGGIPWTYAEDAVPTLTPCRFTGSEIRHRDDALPFAHVAIAVEGPGWASPD.... Result: 0 (no interaction). (6) The miRNA is hsa-miR-139-5p with sequence UCUACAGUGCACGUGUCUCCAGU. The protein sequence of the target gene is MVAEKETLSLNKCPDKMPKRTKLLAQQPLPVHQPHSLVSEGFTVKAMMKNSVVRGPPAAGAFKERPTKPTAFRKFYERGDFPIALEHDSKGNKIAWKVEIEKLDYHHYLPLFFDGLCEMTFPYEFFARQGIHDMLEHGGNKILPVLPQLIIPIKNALNLRNRQVICVTLKVLQHLVVSAEMVGKALVPYYRQILPVLNIFKNMNGSYSLPRLECSGAIMARCNLDHLGSSDPPTSASQVAEIIVNSGDGIDYSQQKRENIGDLIQETLEAFERYGGENAFINIKYVVPTYESCLLN. Result: 0 (no interaction).